Dataset: Full USPTO retrosynthesis dataset with 1.9M reactions from patents (1976-2016). Task: Predict the reactants needed to synthesize the given product. (1) Given the product [Cl:1][C:2]1[CH:7]=[CH:6][N:5]([CH:8]([CH:10]([CH3:12])[CH3:11])[CH3:9])[C:4](=[O:13])[C:3]=1[CH:14]=[N:17][OH:18], predict the reactants needed to synthesize it. The reactants are: [Cl:1][C:2]1[CH:7]=[CH:6][N:5]([CH:8]([CH:10]([CH3:12])[CH3:11])[CH3:9])[C:4](=[O:13])[C:3]=1[CH:14]=O.Cl.[NH2:17][OH:18].Cl. (2) Given the product [Br:7][C:8]1[CH:9]=[C:10]2[C:14](=[C:15]([NH:17][C:4]([CH:1]3[CH2:3][CH2:2]3)=[O:5])[CH:16]=1)[NH:13][CH:12]=[CH:11]2, predict the reactants needed to synthesize it. The reactants are: [CH:1]1([C:4](Cl)=[O:5])[CH2:3][CH2:2]1.[Br:7][C:8]1[CH:9]=[C:10]2[C:14](=[C:15]([NH2:17])[CH:16]=1)[NH:13][CH:12]=[CH:11]2.C(N(CC)CC)C. (3) The reactants are: [Si:1]([O:8][CH2:9][CH:10]=[C:11]1[C:16]2[CH:17]=[C:18]([C:20]([NH2:22])=[O:21])[S:19][C:15]=2[CH2:14][CH2:13][C:12]1([F:24])[F:23])([C:4]([CH3:7])([CH3:6])[CH3:5])([CH3:3])[CH3:2].C(N(CC)CC)C. Given the product [Si:1]([O:8][CH2:9][CH2:10][CH:11]1[C:16]2[CH:17]=[C:18]([C:20]([NH2:22])=[O:21])[S:19][C:15]=2[CH2:14][CH2:13][C:12]1([F:24])[F:23])([C:4]([CH3:6])([CH3:7])[CH3:5])([CH3:3])[CH3:2], predict the reactants needed to synthesize it. (4) Given the product [Br:2][C:3]1[CH:4]=[C:5]([CH3:12])[C:6]([N:10]2[C:17]([C:16]3[CH:27]=[CH:28][CH:29]=[C:14]([Br:13])[CH:15]=3)=[N:19][C:20]([CH2:21][CH2:22][CH3:23])=[N:11]2)=[C:7]([CH3:9])[CH:8]=1, predict the reactants needed to synthesize it. The reactants are: Cl.[Br:2][C:3]1[CH:8]=[C:7]([CH3:9])[C:6]([NH:10][NH2:11])=[C:5]([CH3:12])[CH:4]=1.[Br:13][C:14]1[CH:15]=[C:16]([CH:27]=[CH:28][CH:29]=1)[C:17]([N:19]=[C:20](OCC)[CH2:21][CH2:22][CH3:23])=O.C([O-])(=O)C.[Na+].C(O)(=O)C. (5) Given the product [C:42]([O:41][C:39]([CH2:38][CH2:37][CH2:36][CH2:35][CH2:34][CH2:33][CH2:32][O:1][C:2]1[C:3]([C:16]2[CH:17]=[C:18]([CH:24]=[CH:25][C:26]([OH:28])=[O:27])[CH:19]=[CH:20][C:21]=2[O:22][CH3:23])=[CH:4][C:5]2[C:6]([CH3:15])([CH3:14])[CH2:7][CH2:8][C:9]([CH3:13])([CH3:12])[C:10]=2[CH:11]=1)=[O:40])([CH3:45])([CH3:44])[CH3:43], predict the reactants needed to synthesize it. The reactants are: [OH:1][C:2]1[C:3]([C:16]2[CH:17]=[C:18]([CH:24]=[CH:25][C:26]([O:28]CC)=[O:27])[CH:19]=[CH:20][C:21]=2[O:22][CH3:23])=[CH:4][C:5]2[C:6]([CH3:15])([CH3:14])[CH2:7][CH2:8][C:9]([CH3:13])([CH3:12])[C:10]=2[CH:11]=1.Br[CH2:32][CH2:33][CH2:34][CH2:35][CH2:36][CH2:37][CH2:38][C:39]([O:41][C:42]([CH3:45])([CH3:44])[CH3:43])=[O:40]. (6) Given the product [CH3:11][O:10][C:4]1[CH:3]=[C:2]([S:12][CH2:13][CH2:14][C:15]([O:17][CH3:18])=[O:16])[CH:7]=[N:6][C:5]=1[O:8][CH3:9], predict the reactants needed to synthesize it. The reactants are: Br[C:2]1[CH:3]=[C:4]([O:10][CH3:11])[C:5]([O:8][CH3:9])=[N:6][CH:7]=1.[SH:12][CH2:13][CH2:14][C:15]([O:17][CH3:18])=[O:16].C(N(C(C)C)C(C)C)C. (7) The reactants are: C1([NH2+]C2CCCCC2)CCCCC1.C([NH:24][C@H:25]([C:30]([O-:32])=O)[C:26]([CH3:29])([CH3:28])[CH3:27])(OCC1C=CC=CC=1)=O.CCN(C(C)C)C(C)C.ClC(OCC(C)C)=O.[CH2:50]([CH2:52][NH2:53])[OH:51]. Given the product [NH2:24][C@@H:25]([C:26]([CH3:27])([CH3:28])[CH3:29])[C:30]([NH:53][CH2:52][CH2:50][OH:51])=[O:32], predict the reactants needed to synthesize it. (8) Given the product [NH2:22][C:23]1[CH:24]=[CH:25][C:26]2[N:27]([N:29]=[C:30]([C:44]3[CH:45]=[CH:46][CH:47]=[CH:48][CH:49]=3)[C:31]=2[CH2:32][C:33]2[N:38]=[C:37]([C:39]([O:41][CH3:42])=[O:40])[CH:36]=[CH:35][CH:34]=2)[CH:28]=1, predict the reactants needed to synthesize it. The reactants are: C([SiH](CC)CC)C.FC(F)(F)C(O)=O.C(OC([NH:22][C:23]1[CH:24]=[CH:25][C:26]2[N:27]([N:29]=[C:30]([C:44]3[CH:49]=[CH:48][CH:47]=[CH:46][CH:45]=3)[C:31]=2[CH:32](O)[C:33]2[N:38]=[C:37]([C:39]([O:41][CH3:42])=[O:40])[CH:36]=[CH:35][CH:34]=2)[CH:28]=1)=O)(C)(C)C.C(=O)(O)[O-].[Na+]. (9) Given the product [CH2:16]([O:18][C:5](=[O:2])[C:6]([C:8]1[CH:13]=[CH:12][CH:11]=[C:10]([O:14][CH3:15])[CH:9]=1)=[O:7])[CH3:17], predict the reactants needed to synthesize it. The reactants are: [Se](=O)=[O:2].Br[CH2:5][C:6]([C:8]1[CH:13]=[CH:12][CH:11]=[C:10]([O:14][CH3:15])[CH:9]=1)=[O:7].[CH2:16]([OH:18])[CH3:17].